From a dataset of Full USPTO retrosynthesis dataset with 1.9M reactions from patents (1976-2016). Predict the reactants needed to synthesize the given product. Given the product [NH:17]1[C:25]2[C:20](=[C:21]([C:2]3[N:3]=[C:4]([N:11]4[CH2:16][CH2:15][O:14][CH2:13][CH2:12]4)[C:5]4[CH:10]=[CH:9][NH:8][C:6]=4[N:7]=3)[CH:22]=[CH:23][CH:24]=2)[CH:19]=[N:18]1, predict the reactants needed to synthesize it. The reactants are: Cl[C:2]1[N:3]=[C:4]([N:11]2[CH2:16][CH2:15][O:14][CH2:13][CH2:12]2)[C:5]2[CH:10]=[CH:9][NH:8][C:6]=2[N:7]=1.[NH:17]1[C:25]2[C:20](=[C:21](B3OC(C)(C)C(C)(C)O3)[CH:22]=[CH:23][CH:24]=2)[CH:19]=[N:18]1.